Predict the product of the given reaction. From a dataset of Forward reaction prediction with 1.9M reactions from USPTO patents (1976-2016). (1) Given the reactants Cl[C:2]1[C:3]2[CH:10]=[CH:9][N:8]([CH2:11][O:12][CH2:13][CH2:14][Si:15]([CH3:18])([CH3:17])[CH3:16])[C:4]=2[N:5]=[CH:6][N:7]=1.O1CCOCC1.C(OCN1C2N=CN=C([C:42]3[CH:43]=[N:44][N:45](C(OCC)C)[CH:46]=3)C=2C=C1)(=O)C(C)(C)C.C(=O)([O-])[O-].[K+].[K+], predict the reaction product. The product is: [NH:44]1[CH:43]=[C:42]([C:2]2[C:3]3[CH:10]=[CH:9][N:8]([CH2:11][O:12][CH2:13][CH2:14][Si:15]([CH3:18])([CH3:17])[CH3:16])[C:4]=3[N:5]=[CH:6][N:7]=2)[CH:46]=[N:45]1. (2) Given the reactants [CH3:1][O:2][C:3]1[C:8]2[NH:9][C:10]([C:12]3[S:13][CH:14]=[CH:15][CH:16]=3)=[N:11][C:7]=2[C:6]([C:17]([OH:19])=O)=[CH:5][CH:4]=1.[NH2:20][CH2:21][CH2:22][NH:23][S:24]([C:27]1[CH:32]=[CH:31][CH:30]=[CH:29][CH:28]=1)(=[O:26])=[O:25], predict the reaction product. The product is: [CH3:1][O:2][C:3]1[C:8]2[NH:9][C:10]([C:12]3[S:13][CH:14]=[CH:15][CH:16]=3)=[N:11][C:7]=2[C:6]([C:17]([NH:20][CH2:21][CH2:22][NH:23][S:24]([C:27]2[CH:32]=[CH:31][CH:30]=[CH:29][CH:28]=2)(=[O:26])=[O:25])=[O:19])=[CH:5][CH:4]=1. (3) Given the reactants [CH3:1][C:2]1[C:3](=[O:27])[C:4]2[C:9]([C:10](=[O:26])[C:11]=1[CH:12]([C:14](=[O:25])[C@H:15](C)[NH:16][C:17]([O:19][C:20]([CH3:23])([CH3:22])[CH3:21])=[O:18])[NH2:13])=[CH:8][CH:7]=[CH:6][CH:5]=2.N(C(OC(C)(C)C)=O)CC(O)=O.CN(C(ON1N=NC2C=CC=CC1=2)=[N+](C)C)C.F[P-](F)(F)(F)(F)F.C1C=CC2N(O)N=NC=2C=1.CCN(C(C)C)C(C)C, predict the reaction product. The product is: [CH3:1][C:2]1[C:3](=[O:27])[C:4]2[C:9]([C:10](=[O:26])[C:11]=1[CH:12]([C:14](=[O:25])[CH2:15][NH:16][C:17]([O:19][C:20]([CH3:21])([CH3:22])[CH3:23])=[O:18])[NH2:13])=[CH:8][CH:7]=[CH:6][CH:5]=2. (4) The product is: [Cl:1][C:2]1[C:7]([C:8]([F:11])([F:10])[F:9])=[CH:6][CH:5]=[CH:4][C:3]=1[C:16]1[N:21]=[C:20]([NH2:22])[N:19]=[C:18]([NH:23][CH3:24])[CH:17]=1. Given the reactants [Cl:1][C:2]1[C:7]([C:8]([F:11])([F:10])[F:9])=[CH:6][CH:5]=[CH:4][C:3]=1B(O)O.I[C:16]1[N:21]=[C:20]([NH2:22])[N:19]=[C:18]([NH:23][CH3:24])[CH:17]=1, predict the reaction product. (5) Given the reactants C(OC(=O)C[N:6]=[C:7](C1C=CC=CC=1)[C:8]1C=C[CH:11]=[CH:10][CH:9]=1)C.Br[CH2:22][CH2:23]C=C.[C:26]([O-:29])([O-])=[O:27].[K+].[K+].[Cl:32][C:33]1[CH:38]=[CH:37][C:36]([S:39](Cl)(=[O:41])=[O:40])=[CH:35][CH:34]=1.CCN(CC)CC.Cl, predict the reaction product. The product is: [CH2:22]([O:29][C:26](=[O:27])[CH:7]([NH:6][S:39]([C:36]1[CH:37]=[CH:38][C:33]([Cl:32])=[CH:34][CH:35]=1)(=[O:41])=[O:40])[CH2:8][CH2:9][CH:10]=[CH2:11])[CH3:23]. (6) Given the reactants BrC(Br)C.Br[CH2:6][C:7]1[CH:14]=[CH:13][C:10]([C:11]#[N:12])=[C:9]([F:15])[CH:8]=1.I[C:17]1[N:18]=[CH:19][N:20]([C:22]([C:35]2[CH:40]=[CH:39][CH:38]=[CH:37][CH:36]=2)([C:29]2[CH:34]=[CH:33][CH:32]=[CH:31][CH:30]=2)[C:23]2[CH:28]=[CH:27][CH:26]=[CH:25][CH:24]=2)[CH:21]=1, predict the reaction product. The product is: [F:15][C:9]1[CH:8]=[C:7]([CH2:6][C:17]2[N:18]=[CH:19][N:20]([C:22]([C:23]3[CH:28]=[CH:27][CH:26]=[CH:25][CH:24]=3)([C:35]3[CH:36]=[CH:37][CH:38]=[CH:39][CH:40]=3)[C:29]3[CH:30]=[CH:31][CH:32]=[CH:33][CH:34]=3)[CH:21]=2)[CH:14]=[CH:13][C:10]=1[C:11]#[N:12]. (7) Given the reactants [CH2:1]([O:3][C:4]1[CH:5]=[C:6]([C:12](OC)=[C:13]([C:16]#[N:17])[C:14]#[N:15])[CH:7]=[CH:8][C:9]=1OC)[CH3:2].Cl.[CH:21]([NH:24][NH2:25])([CH3:23])[CH3:22].[CH2:26](N(CC)CC)C.[OH2:33], predict the reaction product. The product is: [NH2:15][C:14]1[N:24]([CH:21]([CH3:23])[CH3:22])[N:25]=[C:12]([C:6]2[CH:7]=[CH:8][C:9]([O:33][CH3:26])=[C:4]([O:3][CH2:1][CH3:2])[CH:5]=2)[C:13]=1[C:16]#[N:17]. (8) Given the reactants Br[CH2:2][CH2:3][CH2:4][CH2:5][CH2:6][C:7]([O:9][CH2:10][CH3:11])=[O:8].[O:12]=[C:13]([CH2:19][CH3:20])[CH2:14][C:15]([O:17][CH3:18])=[O:16].C(=O)([O-])[O-].[K+].[K+], predict the reaction product. The product is: [C:13]([CH:14]([CH2:2][CH2:3][CH2:4][CH2:5][CH2:6][C:7]([O:9][CH2:10][CH3:11])=[O:8])[C:15]([O:17][CH3:18])=[O:16])(=[O:12])[CH2:19][CH3:20]. (9) Given the reactants [C:1]([O:5][C:6]([N:8]1[CH2:13][CH2:12][CH:11]([NH:14][CH2:15][C:16]2[N:20]=[C:19]([C:21]3[O:29][C:28]4[CH:27]=[CH:26][N:25]=[CH:24][C:23]=4[CH:22]=3)[O:18][N:17]=2)[CH2:10][CH2:9]1)=[O:7])([CH3:4])([CH3:3])[CH3:2].[CH3:30][CH:31]=O.[BH-](OC(C)=O)(OC(C)=O)OC(C)=O.[Na+], predict the reaction product. The product is: [C:1]([O:5][C:6]([N:8]1[CH2:9][CH2:10][CH:11]([N:14]([CH2:30][CH3:31])[CH2:15][C:16]2[N:20]=[C:19]([C:21]3[O:29][C:28]4[CH:27]=[CH:26][N:25]=[CH:24][C:23]=4[CH:22]=3)[O:18][N:17]=2)[CH2:12][CH2:13]1)=[O:7])([CH3:4])([CH3:2])[CH3:3]. (10) Given the reactants [Cl:1][C:2]1[N:3]=[C:4](Cl)[C:5]2[CH2:10][N:9]([CH2:11][C:12]3[CH:17]=[CH:16][CH:15]=[CH:14][C:13]=3[Cl:18])[C:8](=[O:19])[C:6]=2[N:7]=1.[F:21][C:22]1[CH:27]=[CH:26][C:25]([CH2:28][C:29]([CH3:32])([NH2:31])[CH3:30])=[CH:24][CH:23]=1.CCN(C(C)C)C(C)C, predict the reaction product. The product is: [Cl:1][C:2]1[N:3]=[C:4]([NH:31][C:29]([CH3:32])([CH3:30])[CH2:28][C:25]2[CH:26]=[CH:27][C:22]([F:21])=[CH:23][CH:24]=2)[C:5]2[CH2:10][N:9]([CH2:11][C:12]3[CH:17]=[CH:16][CH:15]=[CH:14][C:13]=3[Cl:18])[C:8](=[O:19])[C:6]=2[N:7]=1.